Dataset: NCI-60 drug combinations with 297,098 pairs across 59 cell lines. Task: Regression. Given two drug SMILES strings and cell line genomic features, predict the synergy score measuring deviation from expected non-interaction effect. (1) Drug 1: COCCOC1=C(C=C2C(=C1)C(=NC=N2)NC3=CC=CC(=C3)C#C)OCCOC. Drug 2: C1CCC(C(C1)[NH-])[NH-].C(=O)(C(=O)[O-])[O-].[Pt+4]. Cell line: HCT116. Synergy scores: CSS=43.0, Synergy_ZIP=-4.39, Synergy_Bliss=-5.45, Synergy_Loewe=-9.31, Synergy_HSA=-2.48. (2) Drug 1: CC(C)NC(=O)C1=CC=C(C=C1)CNNC.Cl. Drug 2: COC1=C2C(=CC3=C1OC=C3)C=CC(=O)O2. Cell line: BT-549. Synergy scores: CSS=1.03, Synergy_ZIP=-1.13, Synergy_Bliss=-1.05, Synergy_Loewe=-0.974, Synergy_HSA=-0.596. (3) Drug 1: CCN(CC)CCCC(C)NC1=C2C=C(C=CC2=NC3=C1C=CC(=C3)Cl)OC. Drug 2: CC12CCC3C(C1CCC2OP(=O)(O)O)CCC4=C3C=CC(=C4)OC(=O)N(CCCl)CCCl.[Na+]. Cell line: SF-539. Synergy scores: CSS=5.51, Synergy_ZIP=-4.62, Synergy_Bliss=-0.319, Synergy_Loewe=-6.01, Synergy_HSA=0.971. (4) Drug 1: CC12CCC(CC1=CCC3C2CCC4(C3CC=C4C5=CN=CC=C5)C)O. Drug 2: CC1=C2C(C(=O)C3(C(CC4C(C3C(C(C2(C)C)(CC1OC(=O)C(C(C5=CC=CC=C5)NC(=O)C6=CC=CC=C6)O)O)OC(=O)C7=CC=CC=C7)(CO4)OC(=O)C)O)C)OC(=O)C. Cell line: U251. Synergy scores: CSS=53.6, Synergy_ZIP=14.2, Synergy_Bliss=14.2, Synergy_Loewe=-6.28, Synergy_HSA=15.2. (5) Drug 1: CS(=O)(=O)OCCCCOS(=O)(=O)C. Drug 2: C1CCC(C(C1)N)N.C(=O)(C(=O)[O-])[O-].[Pt+4]. Cell line: SK-MEL-2. Synergy scores: CSS=28.7, Synergy_ZIP=-6.75, Synergy_Bliss=-12.6, Synergy_Loewe=-7.15, Synergy_HSA=-8.27. (6) Synergy scores: CSS=57.3, Synergy_ZIP=-0.553, Synergy_Bliss=0.788, Synergy_Loewe=-4.59, Synergy_HSA=1.71. Drug 1: C1CC(C1)(C(=O)O)C(=O)O.[NH2-].[NH2-].[Pt+2]. Cell line: NCI-H522. Drug 2: CC1=C2C(C(=O)C3(C(CC4C(C3C(C(C2(C)C)(CC1OC(=O)C(C(C5=CC=CC=C5)NC(=O)C6=CC=CC=C6)O)O)OC(=O)C7=CC=CC=C7)(CO4)OC(=O)C)O)C)OC(=O)C.